Dataset: Forward reaction prediction with 1.9M reactions from USPTO patents (1976-2016). Task: Predict the product of the given reaction. (1) Given the reactants [S:1]([CH:5]([CH2:9][C:10]([O-:12])=[O:11])[C:6]([O-:8])=[O:7])([OH:4])(=[O:3])=[O:2].[CH:13]([OH:17])([OH:16])[CH2:14][CH3:15].C1(=O)OC(=O)C=C1.OS([O-])=O.[Na+].[OH-].[Na+], predict the reaction product. The product is: [S:1]([CH:5]([CH2:9][C:10]([OH:12])=[O:11])[C:6]([OH:8])=[O:7])([OH:4])(=[O:3])=[O:2].[CH:13]([OH:17])([OH:16])[CH2:14][CH3:15]. (2) Given the reactants [N:1]1[CH:6]=[CH:5][C:4]([CH2:7][N:8]2[CH2:13][CH2:12][NH:11][CH2:10][CH2:9]2)=[CH:3][CH:2]=1.Br[CH2:15][C:16]#[N:17], predict the reaction product. The product is: [N:1]1[CH:6]=[CH:5][C:4]([CH2:7][N:8]2[CH2:13][CH2:12][N:11]([CH2:15][C:16]#[N:17])[CH2:10][CH2:9]2)=[CH:3][CH:2]=1. (3) Given the reactants [N+:1]([C:4]1[CH:5]=[C:6]([CH:9]=[CH:10][C:11]=1[N+:12]([O-:14])=[O:13])[CH:7]=O)([O-:3])=[O:2].[NH2:15][C:16]1[CH:34]=[CH:33][CH:32]=[CH:31][C:17]=1[C:18]([NH:20][C:21]1[CH:26]=[CH:25][C:24]([CH:27]([CH2:29][CH3:30])[CH3:28])=[CH:23][CH:22]=1)=[O:19], predict the reaction product. The product is: [CH:27]([C:24]1[CH:25]=[CH:26][C:21]([N:20]2[C:18](=[O:19])[C:17]3[C:16](=[CH:34][CH:33]=[CH:32][CH:31]=3)[N:15]=[C:7]2[C:6]2[CH:9]=[CH:10][C:11]([N+:12]([O-:14])=[O:13])=[C:4]([N+:1]([O-:3])=[O:2])[CH:5]=2)=[CH:22][CH:23]=1)([CH2:29][CH3:30])[CH3:28]. (4) The product is: [C:1]([O:5][C:6]([N:8]1[CH2:9][C@@H:10]2[C@H:11]([O:13][CH2:14][C:15]3[N:24]2[N:25]=[N:26][C:16]=3[C:17]2[CH:22]=[CH:21][CH:20]=[CH:19][C:18]=2[F:23])[CH2:12]1)=[O:7])([CH3:4])([CH3:2])[CH3:3]. Given the reactants [C:1]([O:5][C:6]([N:8]1[CH2:12][C@@H:11]([O:13][CH2:14][C:15]#[C:16][C:17]2[CH:22]=[CH:21][CH:20]=[CH:19][C:18]=2[F:23])[C@H:10]([N:24]=[N+:25]=[N-:26])[CH2:9]1)=[O:7])([CH3:4])([CH3:3])[CH3:2], predict the reaction product. (5) Given the reactants [Cl:1][C:2]1[CH:3]=[C:4]([C@@H:8]([OH:34])[CH2:9][NH:10][CH2:11][CH2:12][C:13]2[CH:18]=[CH:17][C:16]([S:19]([C:22]3[CH:23]=[C:24]([CH:31]=[CH:32][CH:33]=3)[O:25][CH2:26][C:27]([O:29]C)=O)(=[O:21])=[O:20])=[CH:15][CH:14]=2)[CH:5]=[CH:6][CH:7]=1.[NH3:35], predict the reaction product. The product is: [ClH:1].[Cl:1][C:2]1[CH:3]=[C:4]([C@@H:8]([OH:34])[CH2:9][NH:10][CH2:11][CH2:12][C:13]2[CH:14]=[CH:15][C:16]([S:19]([C:22]3[CH:23]=[C:24]([CH:31]=[CH:32][CH:33]=3)[O:25][CH2:26][C:27]([NH2:35])=[O:29])(=[O:20])=[O:21])=[CH:17][CH:18]=2)[CH:5]=[CH:6][CH:7]=1. (6) Given the reactants [F:1][C:2]1[C:3]([NH:12][C:13]2[CH:18]=[CH:17][C:16]([I:19])=[CH:15][C:14]=2[F:20])=[C:4]([CH:8]=[CH:9][C:10]=1[F:11])[C:5]([OH:7])=O.[C:21]([N:28]1[CH2:33][CH2:32][NH:31][CH2:30][CH2:29]1)([O:23][C:24]([CH3:27])([CH3:26])[CH3:25])=[O:22].CCCCCC.CC(=O)OCC, predict the reaction product. The product is: [F:1][C:2]1[C:3]([NH:12][C:13]2[CH:18]=[CH:17][C:16]([I:19])=[CH:15][C:14]=2[F:20])=[C:4]([CH:8]=[CH:9][C:10]=1[F:11])[C:5]([N:31]1[CH2:30][CH2:29][N:28]([C:21]([O:23][C:24]([CH3:27])([CH3:26])[CH3:25])=[O:22])[CH2:33][CH2:32]1)=[O:7].